This data is from Buchwald-Hartwig C-N cross coupling reaction yields with 55,370 reactions. The task is: Predict the reaction yield, written as a fraction of the theoretical maximum amount of product (1.0 means a 100% yield; for example, 0.34 means a 34% yield). (1) The reactants are FC(F)(F)c1ccc(Br)cc1.Cc1ccc(N)cc1.O=S(=O)(O[Pd]1c2ccccc2-c2ccccc2N~1)C(F)(F)F.CC(C)c1cc(C(C)C)c(-c2ccccc2P(C(C)(C)C)C(C)(C)C)c(C(C)C)c1.CN(C)C(=NC(C)(C)C)N(C)C.CCOC(=O)c1cc(C)on1. No catalyst specified. The product is Cc1ccc(Nc2ccc(C(F)(F)F)cc2)cc1. The yield is 0.448. (2) The reactants are CCc1ccc(Br)cc1.Cc1ccc(N)cc1.O=S(=O)(O[Pd]1c2ccccc2-c2ccccc2N~1)C(F)(F)F.CC(C)c1cc(C(C)C)c(-c2ccccc2P(C2CCCCC2)C2CCCCC2)c(C(C)C)c1.CN(C)C(=NC(C)(C)C)N(C)C.Cc1ccno1. No catalyst specified. The product is CCc1ccc(Nc2ccc(C)cc2)cc1. The yield is 0.265.